From a dataset of NCI-60 drug combinations with 297,098 pairs across 59 cell lines. Regression. Given two drug SMILES strings and cell line genomic features, predict the synergy score measuring deviation from expected non-interaction effect. (1) Drug 1: CC1=C(C(CCC1)(C)C)C=CC(=CC=CC(=CC(=O)O)C)C. Drug 2: C1=CC=C(C=C1)NC(=O)CCCCCCC(=O)NO. Cell line: TK-10. Synergy scores: CSS=4.08, Synergy_ZIP=-4.25, Synergy_Bliss=1.06, Synergy_Loewe=-15.8, Synergy_HSA=-3.47. (2) Drug 1: CN1C(=O)N2C=NC(=C2N=N1)C(=O)N. Drug 2: C1CCC(C(C1)N)N.C(=O)(C(=O)[O-])[O-].[Pt+4]. Cell line: EKVX. Synergy scores: CSS=-0.234, Synergy_ZIP=-2.15, Synergy_Bliss=-3.55, Synergy_Loewe=-4.00, Synergy_HSA=-2.58. (3) Drug 1: CC1=C(C=C(C=C1)NC(=O)C2=CC=C(C=C2)CN3CCN(CC3)C)NC4=NC=CC(=N4)C5=CN=CC=C5. Drug 2: C1C(C(OC1N2C=NC(=NC2=O)N)CO)O. Cell line: SW-620. Synergy scores: CSS=7.17, Synergy_ZIP=1.69, Synergy_Bliss=1.02, Synergy_Loewe=-14.4, Synergy_HSA=-5.79. (4) Drug 1: C1=NNC2=C1C(=O)NC=N2. Drug 2: CC1CCCC2(C(O2)CC(NC(=O)CC(C(C(=O)C(C1O)C)(C)C)O)C(=CC3=CSC(=N3)C)C)C. Cell line: PC-3. Synergy scores: CSS=31.8, Synergy_ZIP=0.434, Synergy_Bliss=-1.65, Synergy_Loewe=-21.5, Synergy_HSA=-1.60. (5) Drug 1: CCCS(=O)(=O)NC1=C(C(=C(C=C1)F)C(=O)C2=CNC3=C2C=C(C=N3)C4=CC=C(C=C4)Cl)F. Drug 2: C1=CC=C(C(=C1)C(C2=CC=C(C=C2)Cl)C(Cl)Cl)Cl. Cell line: EKVX. Synergy scores: CSS=4.71, Synergy_ZIP=1.40, Synergy_Bliss=7.54, Synergy_Loewe=5.99, Synergy_HSA=5.46. (6) Drug 1: CC1C(C(=O)NC(C(=O)N2CCCC2C(=O)N(CC(=O)N(C(C(=O)O1)C(C)C)C)C)C(C)C)NC(=O)C3=C4C(=C(C=C3)C)OC5=C(C(=O)C(=C(C5=N4)C(=O)NC6C(OC(=O)C(N(C(=O)CN(C(=O)C7CCCN7C(=O)C(NC6=O)C(C)C)C)C)C(C)C)C)N)C. Drug 2: CS(=O)(=O)CCNCC1=CC=C(O1)C2=CC3=C(C=C2)N=CN=C3NC4=CC(=C(C=C4)OCC5=CC(=CC=C5)F)Cl. Cell line: NCI-H322M. Synergy scores: CSS=20.3, Synergy_ZIP=1.90, Synergy_Bliss=8.66, Synergy_Loewe=3.37, Synergy_HSA=3.46. (7) Drug 1: CS(=O)(=O)CCNCC1=CC=C(O1)C2=CC3=C(C=C2)N=CN=C3NC4=CC(=C(C=C4)OCC5=CC(=CC=C5)F)Cl. Drug 2: CC(C)CN1C=NC2=C1C3=CC=CC=C3N=C2N. Cell line: NCI-H226. Synergy scores: CSS=0.690, Synergy_ZIP=5.52, Synergy_Bliss=5.35, Synergy_Loewe=1.70, Synergy_HSA=1.99. (8) Drug 1: COC1=C(C=C2C(=C1)N=CN=C2NC3=CC(=C(C=C3)F)Cl)OCCCN4CCOCC4. Drug 2: CC1=C(C(=O)C2=C(C1=O)N3CC4C(C3(C2COC(=O)N)OC)N4)N. Cell line: SF-268. Synergy scores: CSS=48.0, Synergy_ZIP=14.9, Synergy_Bliss=20.3, Synergy_Loewe=19.5, Synergy_HSA=20.0.